From a dataset of Forward reaction prediction with 1.9M reactions from USPTO patents (1976-2016). Predict the product of the given reaction. (1) Given the reactants C([O:4][CH2:5][C:6]1[CH:15]=[CH:14][C:13]2[C@H:12]([NH:16][C:17](=[O:22])[C:18]([F:21])([F:20])[F:19])[CH2:11][CH2:10][CH2:9][C:8]=2[C:7]=1[N+:23]([O-:25])=[O:24])(=O)C, predict the reaction product. The product is: [F:19][C:18]([F:20])([F:21])[C:17]([NH:16][C@H:12]1[C:13]2[C:8](=[C:7]([N+:23]([O-:25])=[O:24])[C:6]([CH2:5][OH:4])=[CH:15][CH:14]=2)[CH2:9][CH2:10][CH2:11]1)=[O:22]. (2) Given the reactants [OH:1][C:2]1[CH:3]=[C:4]2[C:11](=[C:12]([CH3:15])[C:13]=1[CH3:14])[O:10][CH2:9][C:6]1([CH2:8][CH2:7]1)[C:5]2=O.Cl.[CH3:18][O:19][NH2:20], predict the reaction product. The product is: [CH3:18][O:19][N:20]=[C:5]1[C:6]2([CH2:8][CH2:7]2)[CH2:9][O:10][C:11]2[C:4]1=[CH:3][C:2]([OH:1])=[C:13]([CH3:14])[C:12]=2[CH3:15]. (3) Given the reactants [Br:1]Br.[Cl:3][C:4]1[CH:21]=[CH:20][C:7]([O:8][C:9]2[CH:14]=[CH:13][C:12]([C:15](=[O:17])[CH3:16])=[C:11]([O:18][CH3:19])[CH:10]=2)=[CH:6][CH:5]=1.C(=O)(O)[O-].[Na+], predict the reaction product. The product is: [Br:1][CH2:16][C:15]([C:12]1[CH:13]=[CH:14][C:9]([O:8][C:7]2[CH:6]=[CH:5][C:4]([Cl:3])=[CH:21][CH:20]=2)=[CH:10][C:11]=1[O:18][CH3:19])=[O:17]. (4) Given the reactants Br[CH2:2][C:3]1[CH:4]=[C:5]([CH:8]=[CH:9][C:10]=1[Cl:11])[C:6]#[N:7].[C:12]([O-:15])(=[S:14])[CH3:13].[K+], predict the reaction product. The product is: [C:12]([S:14][CH2:2][C:3]1[CH:4]=[C:5]([CH:8]=[CH:9][C:10]=1[Cl:11])[C:6]#[N:7])(=[O:15])[CH3:13]. (5) Given the reactants C([O:4][C@@H:5]1[C@@H:9](Br)[C@@H:8]([CH3:11])[O:7][C@H:6]1[N:12]1[CH:20]=[N:19][C:18]2[C:13]1=[N:14][C:15]([O:22][CH:23]1[CH2:27][CH2:26][CH2:25][CH2:24]1)=[N:16][C:17]=2[NH2:21])(=O)C.C(O[C@@H]1[C@@H](C)O[C@@H](N2C=NC3C2=NC(OC2CCCC2)=NC=3N)[C@H]1Br)(=O)C.C(=O)([O-])[O-].[K+].[K+], predict the reaction product. The product is: [C@@H:6]1([N:12]2[CH:20]=[N:19][C:18]3[C:13]2=[N:14][C:15]([O:22][CH:23]2[CH2:27][CH2:26][CH2:25][CH2:24]2)=[N:16][C:17]=3[NH2:21])[O:7][C@H:8]([CH3:11])[C@H:9]2[O:4][C@@H:5]12. (6) Given the reactants [C:12]([O:11][C:9](O[C:9]([O:11][C:12]([CH3:15])([CH3:14])[CH3:13])=[O:10])=[O:10])([CH3:15])([CH3:14])[CH3:13].[NH:16]1[CH2:20][CH2:19][CH2:18][C@@H:17]1[CH2:21][C:22]1[C:26]2=[N:27][CH:28]=[CH:29][CH:30]=[C:25]2[NH:24][CH:23]=1.C(N(CC)CC)C, predict the reaction product. The product is: [NH:24]1[C:25]2[C:26](=[N:27][CH:28]=[CH:29][CH:30]=2)[C:22]([CH2:21][C@H:17]2[CH2:18][CH2:19][CH2:20][N:16]2[C:9]([O:11][C:12]([CH3:13])([CH3:14])[CH3:15])=[O:10])=[CH:23]1.